This data is from Catalyst prediction with 721,799 reactions and 888 catalyst types from USPTO. The task is: Predict which catalyst facilitates the given reaction. (1) Reactant: [OH:1][C:2]1[CH:3]=[C:4]2[C:9](=[CH:10][CH:11]=1)[CH:8]=[C:7]([C:12]([OH:14])=O)[CH:6]=[CH:5]2.Cl.C[N:17](C)CCCN=C=NCC.O[N:28]1C2C=CC=CC=2N=N1.C(=O)([O-])[O-].[NH4+].[NH4+]. Product: [NH3:17].[OH:1][C:2]1[CH:3]=[C:4]2[C:9](=[CH:10][CH:11]=1)[CH:8]=[C:7]([C:12]([NH2:28])=[O:14])[CH:6]=[CH:5]2. The catalyst class is: 9. (2) Reactant: [CH:1]([N:4]1[CH2:9][CH2:8][N:7]([C:10]([C:12]2[CH:19]=[CH:18][C:15]([CH:16]=[O:17])=[CH:14][CH:13]=2)=[O:11])[CH2:6][CH2:5]1)([CH3:3])[CH3:2].[CH2:20]([Mg]Br)[CH3:21]. Product: [OH:17][CH:16]([C:15]1[CH:14]=[CH:13][C:12]([C:10]([N:7]2[CH2:8][CH2:9][N:4]([CH:1]([CH3:3])[CH3:2])[CH2:5][CH2:6]2)=[O:11])=[CH:19][CH:18]=1)[CH2:20][CH3:21]. The catalyst class is: 1. (3) Reactant: [C:1]1([CH3:19])[CH:6]=[CH:5][CH:4]=[CH:3][C:2]=1[CH2:7][CH2:8][CH:9]=[CH:10][CH2:11][CH2:12][CH2:13][CH2:14][CH2:15][CH2:16][CH2:17][CH3:18]. Product: [C:1]1([CH3:19])[CH:6]=[CH:5][CH:4]=[CH:3][C:2]=1[CH2:7][CH2:8][CH2:9][CH2:10][CH2:11][CH2:12][CH2:13][CH2:14][CH2:15][CH2:16][CH2:17][CH3:18]. The catalyst class is: 153. (4) Reactant: O[CH2:2][CH:3]1[O:7][N:6]=[C:5]([C:8]2[N:13]=[CH:12][C:11]([C:14]3[CH:19]=[CH:18][C:17]([N:20]4[CH2:24][C@H:23]([CH2:25][NH:26][C:27](=[O:29])[CH3:28])[O:22][C:21]4=[O:30])=[CH:16][C:15]=3[F:31])=[CH:10][CH:9]=2)[CH2:4]1.C1(P(C2C=CC=CC=2)C2C=CC=CC=2)C=CC=CC=1.C(Cl)(Cl)(Cl)[Cl:52]. Product: [Cl:52][CH2:2][CH:3]1[O:7][N:6]=[C:5]([C:8]2[N:13]=[CH:12][C:11]([C:14]3[CH:19]=[CH:18][C:17]([N:20]4[CH2:24][C@H:23]([CH2:25][NH:26][C:27](=[O:29])[CH3:28])[O:22][C:21]4=[O:30])=[CH:16][C:15]=3[F:31])=[CH:10][CH:9]=2)[CH2:4]1. The catalyst class is: 10. (5) Reactant: [C:1]([O:8][CH3:9])(=[O:7])[CH2:2][C:3]([O:5][CH3:6])=[O:4].C[O-].[Na+].Br[CH2:14][CH2:15][CH2:16][NH:17][C:18](=[O:24])[O:19][C:20]([CH3:23])([CH3:22])[CH3:21].O. Product: [C:20]([O:19][C:18]([NH:17][CH2:16][CH2:15][CH2:14][CH:2]([C:1]([O:8][CH3:9])=[O:7])[C:3]([O:5][CH3:6])=[O:4])=[O:24])([CH3:23])([CH3:22])[CH3:21]. The catalyst class is: 5. (6) Reactant: C([O:8][C:9](=[O:38])[C:10]([O:13][C:14]1[CH:19]=[CH:18][CH:17]=[C:16]([CH:20]2[CH2:25][CH2:24][CH2:23][N:22]([C:26](=[O:37])[CH2:27][C:28]3[CH:33]=[CH:32][C:31]([CH:34]([CH3:36])[CH3:35])=[CH:30][CH:29]=3)[CH2:21]2)[CH:15]=1)([CH3:12])[CH3:11])C1C=CC=CC=1. Product: [CH:34]([C:31]1[CH:32]=[CH:33][C:28]([CH2:27][C:26]([N:22]2[CH2:23][CH2:24][CH2:25][CH:20]([C:16]3[CH:15]=[C:14]([CH:19]=[CH:18][CH:17]=3)[O:13][C:10]([CH3:11])([CH3:12])[C:9]([OH:38])=[O:8])[CH2:21]2)=[O:37])=[CH:29][CH:30]=1)([CH3:36])[CH3:35]. The catalyst class is: 43. (7) Reactant: [H-].[Na+].[CH2:3]([O:5][C:6](=[O:26])[C:7]([OH:25])([C:21]([F:24])([F:23])[F:22])[CH2:8][C:9]([C:12]1[CH:17]=[C:16]([F:18])[CH:15]=[CH:14][C:13]=1[O:19][CH3:20])([CH3:11])[CH3:10])[CH3:4].[CH2:27](Br)[C:28]1[CH:33]=[CH:32][CH:31]=[CH:30][CH:29]=1. Product: [CH2:3]([O:5][C:6](=[O:26])[C:7]([O:25][CH2:27][C:28]1[CH:33]=[CH:32][CH:31]=[CH:30][CH:29]=1)([C:21]([F:22])([F:23])[F:24])[CH2:8][C:9]([C:12]1[CH:17]=[C:16]([F:18])[CH:15]=[CH:14][C:13]=1[O:19][CH3:20])([CH3:11])[CH3:10])[CH3:4]. The catalyst class is: 589.